From a dataset of Forward reaction prediction with 1.9M reactions from USPTO patents (1976-2016). Predict the product of the given reaction. (1) Given the reactants [N:1]1([C:6]2[CH:7]=[C:8]([CH:21]=[CH:22][CH:23]=2)[CH2:9][NH:10][C:11]2[C:16]([C:17]([NH2:19])=[O:18])=[CH:15][N:14]=[C:13](Cl)[CH:12]=2)[CH:5]=[CH:4][N:3]=[CH:2]1.[NH2:24][C:25]1[CH:35]=[CH:34][C:28]([C:29]([N:31]([CH3:33])[CH3:32])=[O:30])=[CH:27][CH:26]=1.C([O-])([O-])=O.[Cs+].[Cs+].C1C=CC(P(C2C(C3C(P(C4C=CC=CC=4)C4C=CC=CC=4)=CC=C4C=3C=CC=C4)=C3C(C=CC=C3)=CC=2)C2C=CC=CC=2)=CC=1, predict the reaction product. The product is: [N:1]1([C:6]2[CH:7]=[C:8]([CH:21]=[CH:22][CH:23]=2)[CH2:9][NH:10][C:11]2[C:16]([C:17]([NH2:19])=[O:18])=[CH:15][N:14]=[C:13]([NH:24][C:25]3[CH:26]=[CH:27][C:28]([C:29](=[O:30])[N:31]([CH3:32])[CH3:33])=[CH:34][CH:35]=3)[CH:12]=2)[CH:5]=[CH:4][N:3]=[CH:2]1. (2) Given the reactants ClC(Cl)(Cl)COC(=O)[NH:6][C:7]1[CH:12]=[CH:11][C:10]([S:13][C:14]2[CH:19]=[CH:18][C:17]([C:20](=[O:30])[NH:21][CH2:22][CH2:23][C:24]3[CH:29]=[CH:28][CH:27]=[CH:26][CH:25]=3)=[CH:16][C:15]=2[NH:31][C:32]2[C:33]3[CH:41]=[CH:40][C:39]([CH:42]([CH3:44])[CH3:43])=[N:38][C:34]=3[N:35]=[CH:36][N:37]=2)=[CH:9][CH:8]=1.[OH-].[Na+].Cl, predict the reaction product. The product is: [NH2:6][C:7]1[CH:8]=[CH:9][C:10]([S:13][C:14]2[CH:19]=[CH:18][C:17]([C:20]([NH:21][CH2:22][CH2:23][C:24]3[CH:25]=[CH:26][CH:27]=[CH:28][CH:29]=3)=[O:30])=[CH:16][C:15]=2[NH:31][C:32]2[C:33]3[CH:41]=[CH:40][C:39]([CH:42]([CH3:44])[CH3:43])=[N:38][C:34]=3[N:35]=[CH:36][N:37]=2)=[CH:11][CH:12]=1.